From a dataset of Full USPTO retrosynthesis dataset with 1.9M reactions from patents (1976-2016). Predict the reactants needed to synthesize the given product. (1) Given the product [CH:1]([N:4]1[C:8]([C:9]2[N:18]=[C:17]3[C:16]4[CH:19]=[C:20]([S:23][CH:24]5[CH2:25][CH2:26][N:27]([CH:30]([CH3:33])[CH3:31])[CH2:28][CH2:29]5)[CH:21]=[CH:22][C:15]=4[O:14][CH2:13][CH2:12][N:11]3[CH:10]=2)=[N:7][CH:6]=[N:5]1)([CH3:3])[CH3:2], predict the reactants needed to synthesize it. The reactants are: [CH:1]([N:4]1[C:8]([C:9]2[N:18]=[C:17]3[N:11]([CH2:12][CH2:13][O:14][C:15]4[CH:22]=[CH:21][C:20]([S:23][CH:24]5[CH2:29][CH2:28][N:27]([C:30](C)([CH3:33])[CH2:31]O)[CH2:26][CH2:25]5)=[CH:19][C:16]=43)[CH:10]=2)=[N:7][CH:6]=[N:5]1)([CH3:3])[CH3:2].C(N1CCC(S)CC1)(C)C.CC1(C)C2C(=C(P(C3C=CC=CC=3)C3C=CC=CC=3)C=CC=2)OC2C(P(C3C=CC=CC=3)C3C=CC=CC=3)=CC=CC1=2.CCN(C(C)C)C(C)C. (2) Given the product [CH3:26][O:25][C:22]1[CH:23]=[CH:24][C:19]([CH2:18][O:17][C:13]2[CH:14]=[CH:15][CH:16]=[C:11]([O:9][C:3]3[CH:8]=[CH:7][CH:6]=[CH:5][CH:4]=3)[C:12]=2[CH3:27])=[CH:20][CH:21]=1, predict the reactants needed to synthesize it. The reactants are: [H-].[Na+].[C:3]1([OH:9])[CH:8]=[CH:7][CH:6]=[CH:5][CH:4]=1.Br[C:11]1[CH:16]=[CH:15][CH:14]=[C:13]([O:17][CH2:18][C:19]2[CH:24]=[CH:23][C:22]([O:25][CH3:26])=[CH:21][CH:20]=2)[C:12]=1[CH3:27].C(=O)([O-])[O-].[Cs+].[Cs+].[OH-].[Na+].